This data is from Full USPTO retrosynthesis dataset with 1.9M reactions from patents (1976-2016). The task is: Predict the reactants needed to synthesize the given product. (1) Given the product [N:5]1[CH:6]=[CH:7][N:8]2[CH:13]=[C:12]([C:14]3[N:23]=[C:22]([NH:24][CH2:25][CH:26]([C:33]4[CH:38]=[CH:37][CH:36]=[CH:35][CH:34]=4)[N:27]4[CH2:28][CH2:29][CH2:31][CH2:32]4)[C:21]4[C:16](=[CH:17][CH:18]=[CH:19][CH:20]=4)[N:15]=3)[CH:11]=[N:10][C:9]=12, predict the reactants needed to synthesize it. The reactants are: ClCC=O.[N:5]1[CH:6]=[CH:7][N:8]2[CH:13]=[C:12]([C:14]3[N:23]=[C:22]([NH:24][CH2:25][CH:26]([C:33]4[CH:38]=[CH:37][CH:36]=[CH:35][CH:34]=4)[N:27]4[CH2:32][CH2:31]C[CH2:29][CH2:28]4)[C:21]4[C:16](=[CH:17][CH:18]=[CH:19][CH:20]=4)[N:15]=3)[CH:11]=[N:10][C:9]=12. (2) Given the product [Cl:1][C:2]1[CH:3]=[C:4]2[C:8](=[CH:9][CH:10]=1)[N:7]([CH3:11])[C:6]([C:12]([NH:38][CH2:37][C:33]1[CH:32]=[C:31]([CH:36]=[CH:35][CH:34]=1)[O:30][C:27]1[CH:28]=[CH:29][C:24]([O:23][C:20]([CH3:22])([CH3:21])[C:19]([OH:41])=[O:18])=[C:25]([CH3:39])[CH:26]=1)=[O:14])=[C:5]2[CH3:15], predict the reactants needed to synthesize it. The reactants are: [Cl:1][C:2]1[CH:3]=[C:4]2[C:8](=[CH:9][CH:10]=1)[N:7]([CH3:11])[C:6]([C:12]([OH:14])=O)=[C:5]2[CH3:15].C([O:18][C:19](=[O:41])[C:20]([O:23][C:24]1[CH:29]=[CH:28][C:27]([O:30][C:31]2[CH:36]=[CH:35][CH:34]=[C:33]([CH2:37][NH2:38])[CH:32]=2)=[CH:26][C:25]=1[CH2:39]C)([CH3:22])[CH3:21])C. (3) Given the product [NH2:15][C:8]1[CH:9]=[C:10]([C:11]([F:12])([F:14])[F:13])[C:5]([O:4][CH:1]([CH3:3])[CH3:2])=[C:6]([N:18]2[C:22](=[O:23])[N:21]([CH3:24])[N:20]=[N:19]2)[CH:7]=1, predict the reactants needed to synthesize it. The reactants are: [CH:1]([O:4][C:5]1[C:10]([C:11]([F:14])([F:13])[F:12])=[CH:9][C:8]([N+:15]([O-])=O)=[CH:7][C:6]=1[N:18]1[C:22](=[O:23])[N:21]([CH3:24])[N:20]=[N:19]1)([CH3:3])[CH3:2].